From a dataset of Forward reaction prediction with 1.9M reactions from USPTO patents (1976-2016). Predict the product of the given reaction. (1) Given the reactants [CH2:1]([Li])[CH2:2]CC.C(NC(C)C)(C)C.[Br:13][C:14]1[N:19]=[C:18]([CH2:20][C:21]#[N:22])[CH:17]=[CH:16][CH:15]=1.BrCCBr, predict the reaction product. The product is: [Br:13][C:14]1[N:19]=[C:18]([C:20]2([C:21]#[N:22])[CH2:2][CH2:1]2)[CH:17]=[CH:16][CH:15]=1. (2) Given the reactants [Cl:1][C:2]1[CH:7]=[CH:6][C:5]([S:8]([N:11]([C:15]2[C:16]([CH:22]=[O:23])=[N:17][CH:18]=[C:19]([Cl:21])[CH:20]=2)[CH2:12][O:13][CH3:14])(=[O:10])=[O:9])=[CH:4][C:3]=1[C:24]([F:27])([F:26])[F:25].CC(=C)C.Cl([O-])=[O:33].[Na+].O, predict the reaction product. The product is: [Cl:21][C:19]1[CH:20]=[C:15]([N:11]([S:8]([C:5]2[CH:6]=[CH:7][C:2]([Cl:1])=[C:3]([C:24]([F:26])([F:25])[F:27])[CH:4]=2)(=[O:10])=[O:9])[CH2:12][O:13][CH3:14])[C:16]([C:22]([OH:33])=[O:23])=[N:17][CH:18]=1. (3) Given the reactants [Br:1][C:2]1[CH:6]=[N:5][N:4]([CH3:7])[C:3]=1C(O)=O.C([N:13]([CH2:16]C)CC)C.C1(P(N=[N+]=[N-])(C2C=CC=CC=2)=[O:25])C=CC=CC=1.[C:35]([OH:39])([CH3:38])([CH3:37])[CH3:36], predict the reaction product. The product is: [C:35]([O:39][C:16](=[O:25])[NH:13][C:3]1[N:4]([CH3:7])[N:5]=[CH:6][C:2]=1[Br:1])([CH3:38])([CH3:37])[CH3:36]. (4) Given the reactants [CH2:1]([O:3][C:4]([C:6]1[C:11](O)=[C:10]([N+:13]([O-:15])=[O:14])[C:9](=[O:16])[NH:8][CH:7]=1)=[O:5])[CH3:2].P(Cl)(Cl)([Cl:19])=O, predict the reaction product. The product is: [CH2:1]([O:3][C:4]([C:6]1[C:11]([Cl:19])=[C:10]([N+:13]([O-:15])=[O:14])[C:9](=[O:16])[NH:8][CH:7]=1)=[O:5])[CH3:2]. (5) Given the reactants [CH:1]1([N:4]([CH2:39][C:40]2[CH:45]=[C:44]([CH2:46][CH2:47][CH2:48][O:49][CH3:50])[CH:43]=[C:42]([O:51][CH2:52][CH2:53][O:54][CH3:55])[CH:41]=2)[C:5]([C@@H:7]2[C@@H:12]([C:13]3[CH:18]=[CH:17][C:16]([O:19][CH2:20][CH2:21][O:22][C:23]4[C:28]([Cl:29])=[CH:27][C:26]([CH3:30])=[CH:25][C:24]=4[Cl:31])=[CH:15][CH:14]=3)[CH2:11][CH2:10][N:9](C(OC(C)(C)C)=O)[CH2:8]2)=[O:6])[CH2:3][CH2:2]1.Cl.O1CCOCC1, predict the reaction product. The product is: [CH:1]1([N:4]([CH2:39][C:40]2[CH:45]=[C:44]([CH2:46][CH2:47][CH2:48][O:49][CH3:50])[CH:43]=[C:42]([O:51][CH2:52][CH2:53][O:54][CH3:55])[CH:41]=2)[C:5]([C@@H:7]2[C@@H:12]([C:13]3[CH:18]=[CH:17][C:16]([O:19][CH2:20][CH2:21][O:22][C:23]4[C:28]([Cl:29])=[CH:27][C:26]([CH3:30])=[CH:25][C:24]=4[Cl:31])=[CH:15][CH:14]=3)[CH2:11][CH2:10][NH:9][CH2:8]2)=[O:6])[CH2:2][CH2:3]1. (6) Given the reactants [NH2:1][C:2]1[CH:3]=[C:4]([CH:9]=[C:10]([O:13][CH3:14])[C:11]=1[OH:12])[C:5]([O:7][CH3:8])=[O:6].[C:15](=S)(OCC)[S-:16].[K+].Cl, predict the reaction product. The product is: [CH3:14][O:13][C:10]1[C:11]2[O:12][C:15](=[S:16])[NH:1][C:2]=2[CH:3]=[C:4]([C:5]([O:7][CH3:8])=[O:6])[CH:9]=1. (7) The product is: [N+:31]([C:27]1[CH:26]=[C:25]([C:21]2[CH:20]=[C:19]([CH:24]=[CH:23][CH:22]=2)[NH:18][C:2]2[CH:7]=[C:6]([C:8]([F:11])([F:10])[F:9])[N:5]=[C:4]([C:12]3[CH:13]=[N:14][CH:15]=[CH:16][CH:17]=3)[N:3]=2)[CH:30]=[CH:29][CH:28]=1)([O-:33])=[O:32]. Given the reactants Cl[C:2]1[CH:7]=[C:6]([C:8]([F:11])([F:10])[F:9])[N:5]=[C:4]([C:12]2[CH:13]=[N:14][CH:15]=[CH:16][CH:17]=2)[N:3]=1.[NH2:18][C:19]1[CH:20]=[C:21]([C:25]2[CH:30]=[CH:29][CH:28]=[C:27]([N+:31]([O-:33])=[O:32])[CH:26]=2)[CH:22]=[CH:23][CH:24]=1, predict the reaction product.